This data is from Full USPTO retrosynthesis dataset with 1.9M reactions from patents (1976-2016). The task is: Predict the reactants needed to synthesize the given product. (1) Given the product [N:9]1([CH2:66][C:67]2[C:76]([OH:77])=[CH:75][C:70]([C:71]([O:73][CH3:74])=[O:72])=[CH:69][C:68]=2[OH:79])[CH2:20][CH2:19][N:18]([CH2:21][C:22]2[C:23]([OH:34])=[CH:24][C:25]([C:26]([O:28][CH3:29])=[O:27])=[CH:30][C:31]=2[OH:32])[CH2:17][CH2:16][N:15]([CH2:36][C:37]2[C:38]([OH:49])=[CH:39][C:40]([C:41]([O:43][CH3:44])=[O:42])=[CH:45][C:46]=2[OH:47])[CH2:14][CH2:13][N:12]([CH2:51][C:52]2[C:61]([OH:62])=[CH:60][C:55]([C:56]([O:58][CH3:59])=[O:57])=[CH:54][C:53]=2[OH:64])[CH2:11][CH2:10]1, predict the reactants needed to synthesize it. The reactants are: C1(C=CC=C(O)C=1)O.[N:9]1([CH2:66][C:67]2[C:76]([O:77]C)=[CH:75][C:70]([C:71]([O:73][CH3:74])=[O:72])=[CH:69][C:68]=2[O:79]C)[CH2:20][CH2:19][N:18]([CH2:21][C:22]2[C:31]([O:32]C)=[CH:30][C:25]([C:26]([O:28][CH3:29])=[O:27])=[CH:24][C:23]=2[O:34]C)[CH2:17][CH2:16][N:15]([CH2:36][C:37]2[C:46]([O:47]C)=[CH:45][C:40]([C:41]([O:43][CH3:44])=[O:42])=[CH:39][C:38]=2[O:49]C)[CH2:14][CH2:13][N:12]([CH2:51][C:52]2[C:61]([O:62]C)=[CH:60][C:55]([C:56]([O:58][CH3:59])=[O:57])=[CH:54][C:53]=2[O:64]C)[CH2:11][CH2:10]1.B(Br)(Br)Br. (2) Given the product [Cl:1][C:2]1[C:7]([S:8]([CH3:11])(=[O:10])=[O:9])=[CH:6][C:5]([C:12]2[N:16]([C:36]([Cl:38])=[O:37])[C:15]([C:18]3[CH:19]=[CH:20][C:21]([Cl:24])=[CH:22][CH:23]=3)([CH3:17])[C:14]([C:26]3[CH:27]=[CH:28][C:29]([Cl:32])=[CH:30][CH:31]=3)([CH3:25])[N:13]=2)=[C:4]([O:33][CH2:34][CH3:35])[CH:3]=1, predict the reactants needed to synthesize it. The reactants are: [Cl:1][C:2]1[C:7]([S:8]([CH3:11])(=[O:10])=[O:9])=[CH:6][C:5]([C:12]2[NH:13][C:14]([C:26]3[CH:31]=[CH:30][C:29]([Cl:32])=[CH:28][CH:27]=3)([CH3:25])[C:15]([C:18]3[CH:23]=[CH:22][C:21]([Cl:24])=[CH:20][CH:19]=3)([CH3:17])[N:16]=2)=[C:4]([O:33][CH2:34][CH3:35])[CH:3]=1.[C:36](Cl)([Cl:38])=[O:37]. (3) Given the product [C:36]([N:40]1[C:44]2=[N:45][CH:46]=[N:47][C:48]([NH:49][C:9](=[O:11])[C:1](=[O:8])[C:2]3[CH:3]=[CH:4][CH:5]=[CH:6][CH:7]=3)=[C:43]2[C:42]([C:50]2[CH:51]=[CH:52][C:53]([Cl:56])=[CH:54][CH:55]=2)=[N:41]1)([CH3:39])([CH3:37])[CH3:38], predict the reactants needed to synthesize it. The reactants are: [C:1]([C:9]([OH:11])=O)(=[O:8])[C:2]1[CH:7]=[CH:6][CH:5]=[CH:4][CH:3]=1.CN(C(ON1N=NC2C=CC=NC1=2)=[N+](C)C)C.F[P-](F)(F)(F)(F)F.[C:36]([N:40]1[C:44]2=[N:45][CH:46]=[N:47][C:48]([NH2:49])=[C:43]2[C:42]([C:50]2[CH:55]=[CH:54][C:53]([Cl:56])=[CH:52][CH:51]=2)=[N:41]1)([CH3:39])([CH3:38])[CH3:37].CCN(C(C)C)C(C)C. (4) Given the product [Br:1][C:2]1[CH:3]=[CH:4][C:5]([F:15])=[C:6]([C:8]2([CH3:13])[C:9](=[O:11])[NH:27][C:26]3[CH:25]=[C:20]([C:21]([O:23][CH3:24])=[O:22])[C:19]([C:30]([F:33])([F:31])[F:32])=[CH:18][C:17]=3[O:14]2)[CH:7]=1, predict the reactants needed to synthesize it. The reactants are: [Br:1][C:2]1[CH:3]=[CH:4][C:5]([F:15])=[C:6]([C:8]([OH:14])([CH3:13])[C:9]([O:11]C)=O)[CH:7]=1.F[C:17]1[C:26]([N+:27]([O-])=O)=[CH:25][C:20]([C:21]([O:23][CH3:24])=[O:22])=[C:19]([C:30]([F:33])([F:32])[F:31])[CH:18]=1. (5) Given the product [NH2:12][C:7]1[N:8]=[CH:9][C:10]2[C:5]([CH:6]=1)=[CH:4][CH:3]=[C:2]([C:15]1[CH:16]=[C:17]([CH:21]=[CH:22][C:14]=1[CH3:13])[C:18]([OH:20])=[O:19])[CH:11]=2, predict the reactants needed to synthesize it. The reactants are: Br[C:2]1[CH:11]=[C:10]2[C:5]([CH:6]=[C:7]([NH2:12])[N:8]=[CH:9]2)=[CH:4][CH:3]=1.[CH3:13][C:14]1[CH:22]=[CH:21][C:17]([C:18]([OH:20])=[O:19])=[CH:16][C:15]=1B1OC(C)(C)C(C)O1.C(=O)([O-])[O-].[K+].[K+].C(O)(=O)CC(CC(O)=O)(C(O)=O)O. (6) Given the product [Br:15][C:16]1[CH:17]=[C:18]([CH:22]=[CH:23][C:24]=1[O:25][C:26]([F:27])([F:28])[F:29])[CH:19]=[O:20], predict the reactants needed to synthesize it. The reactants are: FC(F)(F)C1C=CC=C(C(F)(F)F)C=1.[Br:15][C:16]1[CH:17]=[C:18]([CH:22]=[CH:23][C:24]=1[O:25][C:26]([F:29])([F:28])[F:27])[C:19](Cl)=[O:20].[H][H].